This data is from Full USPTO retrosynthesis dataset with 1.9M reactions from patents (1976-2016). The task is: Predict the reactants needed to synthesize the given product. (1) Given the product [CH2:22]([N:11]([S:12]([C:15]1[CH:20]=[CH:19][C:18]([Br:21])=[CH:17][CH:16]=1)(=[O:13])=[O:14])[C@H:10]([C:9]([OH:8])=[O:41])[CH2:26][CH2:27][CH2:28][CH2:29][NH:30][C:31]([O:33][CH2:34][CH:35]1[C:36]2[CH:37]=[CH:38][CH:39]=[CH:40][C:47]=2[C:46]2[C:45]1=[CH:44][CH:43]=[CH:42][CH:54]=2)=[O:32])[CH:23]([CH3:25])[CH3:24], predict the reactants needed to synthesize it. The reactants are: C([O:8][C:9](=[O:41])[C@H:10]([CH2:26][CH2:27][CH2:28][CH2:29][NH:30][C:31]([O:33][CH2:34][C:35]1[CH:40]=[CH:39][CH:38]=[CH:37][CH:36]=1)=[O:32])[N:11]([CH2:22][CH:23]([CH3:25])[CH3:24])[S:12]([C:15]1[CH:20]=[CH:19][C:18]([Br:21])=[CH:17][CH:16]=1)(=[O:14])=[O:13])C1C=CC=CC=1.[CH:42]1[C:54]2C(COC(ON3C(=O)CCC3=O)=O)C3[C:47](=CC=CC=3)[C:46]=2[CH:45]=[CH:44][CH:43]=1. (2) Given the product [CH2:21]([O:23][C:24]([C:26]1[C:27](=[O:49])[C:28]2[CH:33]=[N:32][C:31]([NH:20][C:17]3[CH:16]=[CH:15][C:14]([CH:11]4[CH2:10][CH2:9][NH:8][CH2:13][CH2:12]4)=[CH:19][CH:18]=3)=[N:30][C:29]=2[N:38]([C:40]2[CH:41]=[C:42]3[C:46](=[CH:47][CH:48]=2)[CH2:45][CH2:44][CH2:43]3)[CH:39]=1)=[O:25])[CH3:22], predict the reactants needed to synthesize it. The reactants are: C(OC([N:8]1[CH2:13][CH2:12][CH:11]([C:14]2[CH:19]=[CH:18][C:17]([NH2:20])=[CH:16][CH:15]=2)[CH2:10][CH2:9]1)=O)(C)(C)C.[CH2:21]([O:23][C:24]([C:26]1[C:27](=[O:49])[C:28]2[CH:33]=[N:32][C:31](S(C)(=O)=O)=[N:30][C:29]=2[N:38]([C:40]2[CH:41]=[C:42]3[C:46](=[CH:47][CH:48]=2)[CH2:45][CH2:44][CH2:43]3)[CH:39]=1)=[O:25])[CH3:22]. (3) Given the product [CH3:36][O:35][C:32]1[CH:33]=[CH:34][C:29]([C:9]2[C:10]3[N:11]([C:14](=[O:28])[N:15]([CH2:17][C:18]4[CH:19]=[N:20][C:21]([C:24]([F:25])([F:26])[F:27])=[CH:22][CH:23]=4)[N:16]=3)[CH:12]=[CH:13][C:8]=2[C:5]2[CH:6]=[CH:7][C:2]([C:37]#[N:38])=[CH:3][CH:4]=2)=[CH:30][CH:31]=1, predict the reactants needed to synthesize it. The reactants are: Cl[C:2]1[CH:7]=[CH:6][C:5]([C:8]2[CH:13]=[CH:12][N:11]3[C:14](=[O:28])[N:15]([CH2:17][C:18]4[CH:19]=[N:20][C:21]([C:24]([F:27])([F:26])[F:25])=[CH:22][CH:23]=4)[N:16]=[C:10]3[C:9]=2[C:29]2[CH:34]=[CH:33][C:32]([O:35][CH3:36])=[CH:31][CH:30]=2)=[CH:4][CH:3]=1.[C:37]([Cu])#[N:38]. (4) Given the product [S:25]1[CH2:28][S:26][C:24]1=[C:7]([C:4]1[CH:5]=[CH:6][N:1]=[CH:2][CH:3]=1)[C:8]([C:10]1[CH:11]=[C:12]([CH:15]=[CH:16][CH:17]=1)[C:13]#[N:14])=[O:9], predict the reactants needed to synthesize it. The reactants are: [N:1]1[CH:6]=[CH:5][C:4]([CH2:7][C:8]([C:10]2[CH:11]=[C:12]([CH:15]=[CH:16][CH:17]=2)[C:13]#[N:14])=[O:9])=[CH:3][CH:2]=1.C(=O)([O-])[O-].[K+].[K+].[C:24](=[S:26])=[S:25].Br[CH2:28]Br. (5) Given the product [C:1]12([C:11]([O:14][C:15]3[CH:16]=[C:17]4[C:22](=[CH:23][CH:24]=3)[N:21]=[CH:20][CH:19]=[CH:18]4)=[O:12])[CH2:8][CH:7]3[CH2:6][CH:5]([CH2:4][CH:3]([CH2:9]3)[CH2:2]1)[CH2:10]2, predict the reactants needed to synthesize it. The reactants are: [C:1]12([C:11](Cl)=[O:12])[CH2:10][CH:5]3[CH2:6][CH:7]([CH2:9][CH:3]([CH2:4]3)[CH2:2]1)[CH2:8]2.[OH:14][C:15]1[CH:16]=[C:17]2[C:22](=[CH:23][CH:24]=1)[N:21]=[CH:20][CH:19]=[CH:18]2.O.